This data is from Reaction yield outcomes from USPTO patents with 853,638 reactions. The task is: Predict the reaction yield, written as a fraction of the theoretical maximum amount of product (1.0 means a 100% yield; for example, 0.34 means a 34% yield). The reactants are Br[C:2]1[O:6][C:5]([C:7]2[CH:8]=[C:9]([CH:12]=[C:13]([F:15])[CH:14]=2)[C:10]#[N:11])=[CH:4][CH:3]=1.C[Sn](C)(C)[C:18]1[CH:23]=[CH:22][CH:21]=[CH:20][N:19]=1. The catalyst is C1(C)C=CC=CC=1.C1C=CC([P]([Pd]([P](C2C=CC=CC=2)(C2C=CC=CC=2)C2C=CC=CC=2)([P](C2C=CC=CC=2)(C2C=CC=CC=2)C2C=CC=CC=2)[P](C2C=CC=CC=2)(C2C=CC=CC=2)C2C=CC=CC=2)(C2C=CC=CC=2)C2C=CC=CC=2)=CC=1. The product is [F:15][C:13]1[CH:12]=[C:9]([CH:8]=[C:7]([C:5]2[O:6][C:2]([C:18]3[CH:23]=[CH:22][CH:21]=[CH:20][N:19]=3)=[CH:3][CH:4]=2)[CH:14]=1)[C:10]#[N:11]. The yield is 0.430.